From a dataset of Forward reaction prediction with 1.9M reactions from USPTO patents (1976-2016). Predict the product of the given reaction. Given the reactants [Cl:1][C:2]1[CH:10]=[C:6]([C:7]([OH:9])=O)[C:5]([OH:11])=[CH:4][CH:3]=1.[NH2:12][C:13]1[CH:14]=[C:15]([C:28]([F:31])([F:30])[F:29])[CH:16]=[CH:17][C:18]=1[O:19][C:20]1[CH:25]=[CH:24][C:23]([O:26][CH3:27])=[CH:22][CH:21]=1, predict the reaction product. The product is: [Cl:1][C:2]1[CH:3]=[CH:4][C:5]([OH:11])=[C:6]([CH:10]=1)[C:7]([NH:12][C:13]1[CH:14]=[C:15]([C:28]([F:31])([F:30])[F:29])[CH:16]=[CH:17][C:18]=1[O:19][C:20]1[CH:25]=[CH:24][C:23]([O:26][CH3:27])=[CH:22][CH:21]=1)=[O:9].